Task: Predict the reaction yield, written as a fraction of the theoretical maximum amount of product (1.0 means a 100% yield; for example, 0.34 means a 34% yield).. Dataset: Reaction yield outcomes from USPTO patents with 853,638 reactions (1) The reactants are [OH:1][C:2]1[CH:24]=[CH:23][C:5]2[N:6]([C:17]3[CH:22]=[CH:21][CH:20]=[CH:19][N:18]=3)[C:7](/[CH:9]=[CH:10]/[C:11]3[CH:16]=[CH:15][CH:14]=[CH:13][CH:12]=3)=[N:8][C:4]=2[CH:3]=1.[C:25](=[O:28])([O-:27])[O-].[K+].[K+].Br[CH:32]([CH3:34])[CH3:33].CN(C)C=[O:38]. No catalyst specified. The product is [C:2]([OH:1])(=[O:38])[C:25]([OH:27])=[O:28].[CH:32]([O:1][C:2]1[CH:24]=[CH:23][C:5]2[N:6]([C:17]3[CH:22]=[CH:21][CH:20]=[CH:19][N:18]=3)[C:7](/[CH:9]=[CH:10]/[C:11]3[CH:16]=[CH:15][CH:14]=[CH:13][CH:12]=3)=[N:8][C:4]=2[CH:3]=1)([CH3:34])[CH3:33]. The yield is 0.130. (2) The reactants are [CH3:1][S:2]([C:5]1[N:10]=[CH:9][C:8]([C:11]2[CH:16]=[CH:15][C:14]([OH:17])=[CH:13][CH:12]=2)=[CH:7][CH:6]=1)(=[O:4])=[O:3].[C:18]([N:25]1[CH2:30][CH2:29][CH:28]([CH2:31]O)[CH2:27][CH2:26]1)([O:20][C:21]([CH3:24])([CH3:23])[CH3:22])=[O:19].C1C=CC(P(C2C=CC=CC=2)C2C=CC=CC=2)=CC=1.N(C(OC(C)C)=O)=NC(OC(C)C)=O. The catalyst is C1COCC1. The product is [CH3:1][S:2]([C:5]1[N:10]=[CH:9][C:8]([C:11]2[CH:16]=[CH:15][C:14]([O:17][CH2:31][CH:28]3[CH2:29][CH2:30][N:25]([C:18]([O:20][C:21]([CH3:22])([CH3:24])[CH3:23])=[O:19])[CH2:26][CH2:27]3)=[CH:13][CH:12]=2)=[CH:7][CH:6]=1)(=[O:4])=[O:3]. The yield is 0.750. (3) The reactants are C[O:2][C:3](=[O:34])[CH2:4][C@:5]1([CH2:31][CH2:32][CH3:33])[C:10]2[NH:11][C:12]3[C:17]([C:9]=2[CH2:8][CH2:7][O:6]1)=[C:16]([C:18]#[N:19])[CH:15]=[C:14]([O:20][CH2:21][C:22]1[N:26]=[C:25]([N:27]([CH3:29])[CH3:28])[S:24][N:23]=1)[C:13]=3[CH3:30].[OH-].[Na+]. The catalyst is CCO. The product is [C:18]([C:16]1[CH:15]=[C:14]([O:20][CH2:21][C:22]2[N:26]=[C:25]([N:27]([CH3:28])[CH3:29])[S:24][N:23]=2)[C:13]([CH3:30])=[C:12]2[C:17]=1[C:9]1[CH2:8][CH2:7][O:6][C@@:5]([CH2:4][C:3]([OH:34])=[O:2])([CH2:31][CH2:32][CH3:33])[C:10]=1[NH:11]2)#[N:19]. The yield is 0.930. (4) The yield is 0.910. The catalyst is C(O)(=O)C. The reactants are [Br:1][C:2]1[CH:14]=[CH:13][C:5]([C:6](/[N:8]=[CH:9]/[N:10](C)C)=O)=[CH:4][CH:3]=1.O.[NH2:16]N.O. The product is [Br:1][C:2]1[CH:14]=[CH:13][C:5]([C:6]2[N:8]=[CH:9][NH:10][N:16]=2)=[CH:4][CH:3]=1.